From a dataset of Full USPTO retrosynthesis dataset with 1.9M reactions from patents (1976-2016). Predict the reactants needed to synthesize the given product. (1) The reactants are: [NH2:1][C:2]1[CH:10]=[CH:9][C:5]([C:6]([OH:8])=[O:7])=[CH:4][C:3]=1[O:11][C:12]([F:15])([F:14])[F:13].[Br:16]Br.O. Given the product [NH2:1][C:2]1[C:3]([O:11][C:12]([F:13])([F:14])[F:15])=[CH:4][C:5]([C:6]([OH:8])=[O:7])=[CH:9][C:10]=1[Br:16], predict the reactants needed to synthesize it. (2) Given the product [Cl:1][C:2]1[N:3]([CH2:10][CH2:11][C:12]([CH3:15])([OH:13])[CH2:14][O:23][C:20]2[CH:21]=[CH:22][C:17]([I:16])=[CH:18][CH:19]=2)[CH:4]=[C:5]([N+:7]([O-:9])=[O:8])[N:6]=1, predict the reactants needed to synthesize it. The reactants are: [Cl:1][C:2]1[N:3]([CH2:10][CH2:11][C:12]2([CH3:15])[CH2:14][O:13]2)[CH:4]=[C:5]([N+:7]([O-:9])=[O:8])[N:6]=1.[I:16][C:17]1[CH:22]=[CH:21][C:20]([OH:23])=[CH:19][CH:18]=1. (3) The reactants are: [Se](=O)=O.[O:4]1[CH2:9][CH2:8]OCC1.[C:10]([C:14]1[S:18][C:17]([C:19]2[N:20]=[C:21]([NH2:29])[C:22]3[CH:27]=C(C)[S:25][C:23]=3[N:24]=2)=[CH:16][CH:15]=1)([CH3:13])([CH3:12])[CH3:11]. Given the product [NH2:29][C:21]1[C:22]2[CH:27]=[C:8]([CH:9]=[O:4])[S:25][C:23]=2[N:24]=[C:19]([C:17]2[S:18][C:14]([C:10]([CH3:11])([CH3:12])[CH3:13])=[CH:15][CH:16]=2)[N:20]=1, predict the reactants needed to synthesize it. (4) Given the product [CH:1]1([CH:6]([N:16]2[CH:20]=[C:19]([C:21]3[C:22]4[CH:29]=[CH:28][N:27]([CH2:30][O:31][CH2:32][CH2:33][Si:34]([CH3:37])([CH3:36])[CH3:35])[C:23]=4[N:24]=[CH:25][N:26]=3)[CH:18]=[N:17]2)[CH2:7][C:8]#[N:9])[CH2:5][CH2:4][CH2:3][CH2:2]1, predict the reactants needed to synthesize it. The reactants are: [CH:1]1([CH:6]=[CH:7][C:8]#[N:9])[CH2:5][CH2:4][CH2:3][CH2:2]1.C(=O)([O-])[O-].[Cs+].[Cs+].[NH:16]1[CH:20]=[C:19]([C:21]2[C:22]3[CH:29]=[CH:28][N:27]([CH2:30][O:31][CH2:32][CH2:33][Si:34]([CH3:37])([CH3:36])[CH3:35])[C:23]=3[N:24]=[CH:25][N:26]=2)[CH:18]=[N:17]1. (5) The reactants are: C(OC([N:8]1[CH2:17][CH2:16][C:15]2[NH:14][N:13]=[C:12]([C:18]3[CH:23]=[CH:22][C:21]([Cl:24])=[CH:20][CH:19]=3)[C:11]=2[CH2:10][CH2:9]1)=O)(C)(C)C.C(OC(N1CCC2C(=C(C3C=CC(Cl)=CC=3)N([CH2:42][C:43]3[C:52]4[C:47](=[CH:48][CH:49]=[CH:50][CH:51]=4)[CH:46]=[CH:45][CH:44]=3)N=2)CC1)=O)(C)(C)C. Given the product [Cl:24][C:21]1[CH:20]=[CH:19][C:18]([C:12]2[C:11]3[CH2:10][CH2:9][NH:8][CH2:17][CH2:16][C:15]=3[N:14]([CH2:42][C:43]3[C:52]4[C:47](=[CH:48][CH:49]=[CH:50][CH:51]=4)[CH:46]=[CH:45][CH:44]=3)[N:13]=2)=[CH:23][CH:22]=1, predict the reactants needed to synthesize it. (6) Given the product [Cl:16][C:17]1[C:22]([C:23]([NH:15][C:10]2[CH:11]=[CH:12][CH:13]=[C:14]3[C:9]=2[N:8]=[CH:7][N:6]=[C:5]3[NH:4][CH:1]([CH3:3])[CH3:2])=[O:24])=[C:21]([F:26])[C:20]([CH2:27][NH:28][C:29](=[O:33])[CH:30]([CH3:31])[CH3:32])=[CH:19][CH:18]=1, predict the reactants needed to synthesize it. The reactants are: [CH:1]([NH:4][C:5]1[C:14]2[C:9](=[C:10]([NH2:15])[CH:11]=[CH:12][CH:13]=2)[N:8]=[CH:7][N:6]=1)([CH3:3])[CH3:2].[Cl:16][C:17]1[C:22]([C:23](O)=[O:24])=[C:21]([F:26])[C:20]([CH2:27][NH:28][C:29](=[O:33])[CH:30]([CH3:32])[CH3:31])=[CH:19][CH:18]=1.S(Cl)(Cl)=O.CCN(C(C)C)C(C)C. (7) Given the product [Br:1][C:2]1[C:10]([CH2:9][OH:8])=[C:6]([CH:5]=[CH:4][CH:3]=1)[C:7]([O:11][CH2:12][C:13]1[CH:18]=[CH:17][CH:16]=[CH:15][CH:14]=1)=[O:20], predict the reactants needed to synthesize it. The reactants are: [Br:1][C:2]1[C:10]2[CH2:9][O:8][C:7](=[O:11])[C:6]=2[CH:5]=[CH:4][CH:3]=1.[CH2:12](Br)[C:13]1[CH:18]=[CH:17][CH:16]=[CH:15][CH:14]=1.[OH2:20]. (8) Given the product [N:3]1[CH:4]=[CH:5][C:6]([C:34]([CH:20]2[CH2:19][CH2:18][CH2:23][CH2:22][N:21]2[C:24]([O:26][C:27]([CH3:28])([CH3:29])[CH3:30])=[O:25])=[O:35])=[CH:7][CH:2]=1, predict the reactants needed to synthesize it. The reactants are: Br[C:2]1[CH:7]=[CH:6][CH:5]=[CH:4][N:3]=1.C([Li])CCC.CON(C)C([CH:18]1[CH2:23][CH2:22][N:21]([C:24]([O:26][C:27]([CH3:30])([CH3:29])[CH3:28])=[O:25])[CH2:20][CH2:19]1)=O.C1C[O:35][CH2:34]C1. (9) The reactants are: [NH:1]1[CH2:5][CH2:4][C:3]2([C:17]3[NH:16][C:15]4[C:10](=[CH:11][CH:12]=[CH:13][CH:14]=4)[C:9]=3[CH2:8][CH2:7][NH:6]2)[CH2:2]1.CCN(C(C)C)C(C)C.Br[CH2:28][CH2:29][O:30][C:31]1[CH:36]=[CH:35][CH:34]=[CH:33][CH:32]=1. Given the product [O:30]([CH2:29][CH2:28][N:1]1[CH2:5][CH2:4][C:3]2([C:17]3[NH:16][C:15]4[C:10](=[CH:11][CH:12]=[CH:13][CH:14]=4)[C:9]=3[CH2:8][CH2:7][NH:6]2)[CH2:2]1)[C:31]1[CH:36]=[CH:35][CH:34]=[CH:33][CH:32]=1, predict the reactants needed to synthesize it. (10) Given the product [ClH:31].[OH:4][CH:2]([CH2:1][O:5][C:6]1[C:15]2[C:10](=[CH:11][CH:12]=[CH:13][CH:14]=2)[CH:9]=[CH:8][CH:7]=1)[CH2:3][NH:27][C:17]([CH3:26])([CH3:16])[CH2:18][C:19]1[CH:24]=[CH:23][C:22]([F:25])=[CH:21][CH:20]=1, predict the reactants needed to synthesize it. The reactants are: [CH2:1]([O:5][C:6]1[C:15]2[C:10](=[CH:11][CH:12]=[CH:13][CH:14]=2)[CH:9]=[CH:8][CH:7]=1)[CH:2]1[O:4][CH2:3]1.[CH3:16][C:17]([NH2:27])([CH3:26])[CH2:18][C:19]1[CH:24]=[CH:23][C:22]([F:25])=[CH:21][CH:20]=1.CO.C(Cl)(Cl)[Cl:31].